From a dataset of Full USPTO retrosynthesis dataset with 1.9M reactions from patents (1976-2016). Predict the reactants needed to synthesize the given product. Given the product [CH3:1][O:2][C:3]([C:5]1[C:6]([OH:30])=[C:7]2[C:12](=[C:13]([C:36]3[CH:37]=[N:38][CH:39]=[CH:40][CH:41]=3)[N:14]=1)[N:11]([CH2:16][C:17]1[CH:22]=[CH:21][CH:20]=[CH:19][CH:18]=1)[C:10](=[O:23])[C:9]([C:24]1[CH:29]=[CH:28][CH:27]=[CH:26][CH:25]=1)=[CH:8]2)=[O:4], predict the reactants needed to synthesize it. The reactants are: [CH3:1][O:2][C:3]([C:5]1[C:6]([OH:30])=[C:7]2[C:12](=[C:13](Br)[N:14]=1)[N:11]([CH2:16][C:17]1[CH:22]=[CH:21][CH:20]=[CH:19][CH:18]=1)[C:10](=[O:23])[C:9]([C:24]1[CH:29]=[CH:28][CH:27]=[CH:26][CH:25]=1)=[CH:8]2)=[O:4].C([Sn](CCCC)(CCCC)[C:36]1[CH:37]=[N:38][CH:39]=[CH:40][CH:41]=1)CCC.CCOC(C)=O.Cl.